From a dataset of Forward reaction prediction with 1.9M reactions from USPTO patents (1976-2016). Predict the product of the given reaction. (1) Given the reactants Br[C:2]1[CH:3]=[C:4]2[C:8](=[CH:9][CH:10]=1)[NH:7][C:6]([C:11]([N:13]1[CH2:18][CH2:17][N:16]([CH3:19])[CH2:15][CH2:14]1)=[O:12])=[CH:5]2.[CH3:20][O:21][C:22]1[CH:23]=[C:24](B(O)O)[CH:25]=[CH:26][CH:27]=1.[O-]P([O-])([O-])=O.[K+].[K+].[K+], predict the reaction product. The product is: [CH3:20][O:21][C:22]1[CH:27]=[C:26]([C:2]2[CH:3]=[C:4]3[C:8](=[CH:9][CH:10]=2)[NH:7][C:6]([C:11]([N:13]2[CH2:18][CH2:17][N:16]([CH3:19])[CH2:15][CH2:14]2)=[O:12])=[CH:5]3)[CH:25]=[CH:24][CH:23]=1. (2) Given the reactants [CH3:25][Si:24]([CH3:27])([CH3:26])[C:17]1[C:18]2[C:23](=[CH:22][CH:21]=[CH:20][CH:19]=2)[CH:15](C([CH:15]2[C:23]3[C:18](=[CH:19][CH:20]=[CH:21][CH:22]=3)[C:17]([Si:24]([CH3:27])([CH3:26])[CH3:25])=[CH:16]2)(C)C)[CH:16]=1.[CH2:30]([Li])[CH2:31][CH2:32]C.[CH3:59][Si:58]([CH3:61])([CH3:60])[C:51]1[C:52]2[C:57](=[CH:56][CH:55]=[CH:54][CH:53]=2)[CH:49](C([CH:49]2[C:57]3[C:52](=[CH:53][CH:54]=[CH:55][CH:56]=3)[C:51]([Si:58]([CH3:61])([CH3:60])[CH3:59])=[CH:50]2)(C)C)[CH:50]=1.[Li].[Li].C([Sn]([Cl:73])(CC)CC)C.[Cl-:74].[Cl-].[Cl-].[Cl-].[Zr+4:78], predict the reaction product. The product is: [Cl-:73].[Cl-:74].[C:31](=[Zr+2:78]([CH:49]1[C:57]2[C:52](=[CH:53][CH:54]=[CH:55][CH:56]=2)[C:51]([Si:58]([CH3:59])([CH3:60])[CH3:61])=[CH:50]1)[CH:15]1[C:23]2[C:18](=[CH:19][CH:20]=[CH:21][CH:22]=2)[C:17]([Si:24]([CH3:27])([CH3:26])[CH3:25])=[CH:16]1)([CH3:32])[CH3:30]. (3) Given the reactants Br[C:2]1[CH:3]=[C:4]([C:11]([NH2:13])=[O:12])[N:5]([CH2:7][CH:8]2[CH2:10][CH2:9]2)[CH:6]=1.[CH3:14][C:15]1[C:16](B2OC(C)(C)C(C)(C)O2)=[CH:17][C:18]([NH:21][C:22](=[O:24])[CH3:23])=[N:19][CH:20]=1.C(=O)([O-])[O-].[Cs+].[Cs+], predict the reaction product. The product is: [C:22]([NH:21][C:18]1[CH:17]=[C:16]([C:2]2[CH:3]=[C:4]([C:11]([NH2:13])=[O:12])[N:5]([CH2:7][CH:8]3[CH2:10][CH2:9]3)[CH:6]=2)[C:15]([CH3:14])=[CH:20][N:19]=1)(=[O:24])[CH3:23]. (4) Given the reactants C(O[C:6]([N:8]1[CH2:12][C:11](=[N:13][O:14][CH2:15][C:16]2[CH:21]=[CH:20][C:19]([O:22][CH3:23])=[CH:18][CH:17]=2)[CH2:10][C@H:9]1[C:24]([OH:26])=O)=[O:7])(C)(C)C.[CH3:27][O:28][CH2:29]C(Cl)=O.[CH2:33]([NH2:40])[C:34]1[CH:39]=[CH:38][CH:37]=[CH:36][CH:35]=1, predict the reaction product. The product is: [CH2:33]([NH:40][C:24]([C@@H:9]1[CH2:10][C:11](=[N:13][O:14][CH2:15][C:16]2[CH:17]=[CH:18][C:19]([O:22][CH3:23])=[CH:20][CH:21]=2)[CH2:12][N:8]1[C:6](=[O:7])[CH2:29][O:28][CH3:27])=[O:26])[C:34]1[CH:39]=[CH:38][CH:37]=[CH:36][CH:35]=1.